Dataset: Catalyst prediction with 721,799 reactions and 888 catalyst types from USPTO. Task: Predict which catalyst facilitates the given reaction. (1) Reactant: [F:1][C:2]([F:7])([F:6])[C:3]([OH:5])=[O:4].[CH2:8]([N:15]([CH2:17][C:18](=[C:20]1[CH2:25][CH2:24][N:23]([C:26]2[C:35]([O:36][CH3:37])=[C:34]3[C:29]([C:30](=[O:44])[C:31]([C:41]([OH:43])=[O:42])=[CH:32][N:33]3[CH:38]3[CH2:40][CH2:39]3)=[CH:28][C:27]=2[F:45])[CH2:22][CH2:21]1)[Cl:19])C)C1C=CC=CC=1.ClC(OC(Cl)C)=O. Product: [F:1][C:2]([F:7])([F:6])[C:3]([OH:5])=[O:4].[Cl:19][C:18](=[C:20]1[CH2:25][CH2:24][N:23]([C:26]2[C:35]([O:36][CH3:37])=[C:34]3[C:29]([C:30](=[O:44])[C:31]([C:41]([OH:43])=[O:42])=[CH:32][N:33]3[CH:38]3[CH2:40][CH2:39]3)=[CH:28][C:27]=2[F:45])[CH2:22][CH2:21]1)[CH2:17][NH:15][CH3:8]. The catalyst class is: 26. (2) Reactant: O.[NH2:2][NH2:3].Cl.[C:5]1(=O)[O:10][C:8](=[O:9])[C:7]2=[CH:11][CH:12]=[CH:13][CH:14]=[C:6]12. Product: [C:8]1(=[O:9])[C:7]2[C:6](=[CH:14][CH:13]=[CH:12][CH:11]=2)[C:5](=[O:10])[NH:3][NH:2]1. The catalyst class is: 6. (3) Reactant: [CH3:1][O:2][C:3]1[CH:4]=[CH:5][C:6]2[NH:12][C:11](=[O:13])[N:10]([CH:14]3[CH2:19][CH2:18][NH:17][CH2:16][CH2:15]3)[CH2:9][CH2:8][C:7]=2[CH:20]=1.Cl[C:22]1[N:27]=[CH:26][N:25]=[C:24]([C:28]([C:30]2[CH:31]=[C:32]3[C:36](=[C:37]([CH3:39])[CH:38]=2)[N:35]([CH3:40])[CH2:34][C:33]3([CH3:42])[CH3:41])=[O:29])[CH:23]=1.CCN(C(C)C)C(C)C. Product: [CH3:1][O:2][C:3]1[CH:4]=[CH:5][C:6]2[NH:12][C:11](=[O:13])[N:10]([CH:14]3[CH2:19][CH2:18][N:17]([C:22]4[CH:23]=[C:24]([C:28]([C:30]5[CH:31]=[C:32]6[C:36](=[C:37]([CH3:39])[CH:38]=5)[N:35]([CH3:40])[CH2:34][C:33]6([CH3:42])[CH3:41])=[O:29])[N:25]=[CH:26][N:27]=4)[CH2:16][CH2:15]3)[CH2:9][CH2:8][C:7]=2[CH:20]=1. The catalyst class is: 3. (4) Reactant: C(OC([C:6]1[O:7][C:8]2[CH:14]=[CH:13][C:12]([N+:15]([O-])=O)=[CH:11][C:9]=2[CH:10]=1)=O)C.Cl[CH2:19][Cl:20]. Product: [NH2:15][C:12]1[CH:13]=[CH:14][C:8]2[O:7][CH:6]=[CH:10][C:9]=2[CH:11]=1.[Cl:20][CH2:19][CH2:12][NH2:15]. The catalyst class is: 227. (5) Reactant: [CH2:1]([O:3][C:4]([CH2:6][CH2:7][CH2:8][N:9]1[C:13](/[CH:14]=[C:15]2\[CH2:16][N:17]([C:22]([C:35]3[CH:40]=[CH:39][CH:38]=[CH:37][CH:36]=3)([C:29]3[CH:34]=[CH:33][CH:32]=[CH:31][CH:30]=3)[C:23]3[CH:28]=[CH:27][CH:26]=[CH:25][CH:24]=3)[CH2:18][CH2:19][CH:20]\2O)=[CH:12][N:11]=[N:10]1)=[O:5])[CH3:2].C(OC(OCC(C)(C)C)N(C)C)C(C)(C)C.[C:57]([OH:60])(=[S:59])[CH3:58].[Cl-].[Na+]. Product: [C:57]([S:59][CH:20]1[CH2:19][CH2:18][N:17]([C:22]([C:29]2[CH:30]=[CH:31][CH:32]=[CH:33][CH:34]=2)([C:35]2[CH:40]=[CH:39][CH:38]=[CH:37][CH:36]=2)[C:23]2[CH:24]=[CH:25][CH:26]=[CH:27][CH:28]=2)[CH2:16]/[C:15]/1=[CH:14]\[C:13]1[N:9]([CH2:8][CH2:7][CH2:6][C:4]([O:3][CH2:1][CH3:2])=[O:5])[N:10]=[N:11][CH:12]=1)(=[O:60])[CH3:58]. The catalyst class is: 9. (6) Reactant: [CH3:1][O:2][C:3]([C:5]1[CH:13]=[C:12]2[C:8]([C:9]([CH:39]3[CH2:44][CH2:43][CH2:42][CH2:41][CH2:40]3)=[C:10]([C:14]3[CH:15]=[C:16]4[C:21](=[CH:22][CH:23]=3)[N:20]=[C:19]([C:24]3[CH:29]=[C:28]([O:30][CH3:31])[CH:27]=[CH:26][C:25]=3[C:32]3[CH:37]=[CH:36][C:35]([Cl:38])=[CH:34][CH:33]=3)[CH:18]=[CH:17]4)[NH:11]2)=[CH:7][CH:6]=1)=[O:4].Br[CH2:46][O:47][C:48](=[O:50])[CH3:49].[H-].[Na+]. The catalyst class is: 3. Product: [CH3:1][O:2][C:3]([C:5]1[CH:13]=[C:12]2[C:8]([C:9]([CH:39]3[CH2:44][CH2:43][CH2:42][CH2:41][CH2:40]3)=[C:10]([C:14]3[CH:15]=[C:16]4[C:21](=[CH:22][CH:23]=3)[N:20]=[C:19]([C:24]3[CH:29]=[C:28]([O:30][CH3:31])[CH:27]=[CH:26][C:25]=3[C:32]3[CH:33]=[CH:34][C:35]([Cl:38])=[CH:36][CH:37]=3)[CH:18]=[CH:17]4)[N:11]2[CH2:49][C:48]([O:47][CH3:46])=[O:50])=[CH:7][CH:6]=1)=[O:4].